This data is from Reaction yield outcomes from USPTO patents with 853,638 reactions. The task is: Predict the reaction yield, written as a fraction of the theoretical maximum amount of product (1.0 means a 100% yield; for example, 0.34 means a 34% yield). The product is [CH3:37][C:35]1[NH:36][C:23]2[CH2:22][CH2:21][C:20]3[N:19]=[C:18]([C:15]4[CH:14]=[CH:13][C:12]([C:8]5([NH2:7])[CH2:11][CH2:10][CH2:9]5)=[CH:17][CH:16]=4)[C:27]([C:28]4[CH:29]=[CH:30][CH:31]=[CH:32][CH:33]=4)=[CH:26][C:25]=3[C:24]=2[N:34]=1. The reactants are C(OC(=O)[NH:7][C:8]1([C:12]2[CH:17]=[CH:16][C:15]([C:18]3[C:27]([C:28]4[CH:33]=[CH:32][CH:31]=[CH:30][CH:29]=4)=[CH:26][C:25]4[C:24]5[N:34]=[C:35]([CH3:37])[NH:36][C:23]=5[CH2:22][CH2:21][C:20]=4[N:19]=3)=[CH:14][CH:13]=2)[CH2:11][CH2:10][CH2:9]1)(C)(C)C. The yield is 0.740. The catalyst is C(O)(C(F)(F)F)=O.